This data is from Full USPTO retrosynthesis dataset with 1.9M reactions from patents (1976-2016). The task is: Predict the reactants needed to synthesize the given product. (1) Given the product [CH3:1][O:2][C:3](=[O:20])[C:4]1[CH:9]=[C:8]([CH2:10][O:11][S:29]([CH3:28])(=[O:31])=[O:30])[CH:7]=[C:6]([O:12][CH2:13][C:14]2[CH:19]=[CH:18][CH:17]=[CH:16][CH:15]=2)[CH:5]=1, predict the reactants needed to synthesize it. The reactants are: [CH3:1][O:2][C:3](=[O:20])[C:4]1[CH:9]=[C:8]([CH2:10][OH:11])[CH:7]=[C:6]([O:12][CH2:13][C:14]2[CH:19]=[CH:18][CH:17]=[CH:16][CH:15]=2)[CH:5]=1.C(N(CC)CC)C.[CH3:28][S:29](Cl)(=[O:31])=[O:30]. (2) Given the product [CH3:1][O:2][CH2:3][C:4]1[N:8]2[CH:9]=[C:10]([CH2:13][NH2:14])[CH:11]=[CH:12][C:7]2=[N:6][CH:5]=1, predict the reactants needed to synthesize it. The reactants are: [CH3:1][O:2][CH2:3][C:4]1[N:8]2[CH:9]=[C:10]([C:13]#[N:14])[CH:11]=[CH:12][C:7]2=[N:6][CH:5]=1.N. (3) Given the product [NH2:15][C:2]1[CH:7]=[C:6]([Cl:8])[N:5]=[C:4]([C:9]([O:11][CH3:12])=[O:10])[C:3]=1[O:13][CH3:14], predict the reactants needed to synthesize it. The reactants are: Cl[C:2]1[CH:7]=[C:6]([Cl:8])[N:5]=[C:4]([C:9]([O:11][CH3:12])=[O:10])[C:3]=1[O:13][CH3:14].[N-:15]=[N+]=[N-].[Na+].CCOC(C)=O.[BH4-].[Na+]. (4) Given the product [C:10]1([CH3:14])[CH:11]=[CH:12][C:7]([CH:5]([CH3:6])[C:4]([O:3][CH2:1][CH3:2])=[O:13])=[CH:8][CH:9]=1, predict the reactants needed to synthesize it. The reactants are: [CH2:1]([O:3][C:4](=[O:13])[CH:5]([C:7]1[CH:12]=[CH:11][CH:10]=[CH:9][CH:8]=1)[CH3:6])[CH3:2].[C:14]1(C)C=CC(CC(OCC)=O)=CC=1.[Li+].CC([N-]C(C)C)C.CI. (5) The reactants are: [Cl:1][C:2]1[CH:11]=[C:10]2[C:5]([C:6](O)=[N:7][CH:8]=[N:9]2)=[CH:4][C:3]=1[C:13]1[CH:18]=[CH:17][CH:16]=[CH:15][C:14]=1[Cl:19].P(Cl)(Cl)(Cl)(Cl)[Cl:21].O=P(Cl)(Cl)Cl. Given the product [Cl:21][C:6]1[C:5]2[C:10](=[CH:11][C:2]([Cl:1])=[C:3]([C:13]3[CH:18]=[CH:17][CH:16]=[CH:15][C:14]=3[Cl:19])[CH:4]=2)[N:9]=[CH:8][N:7]=1, predict the reactants needed to synthesize it. (6) Given the product [F:25][C:10]1[CH:11]=[C:12]2[C:17](=[CH:18][C:9]=1[OH:8])[N:16]=[C:15]([CH3:19])[CH:14]=[C:13]2[N:20]1[CH2:24][CH2:23][CH2:22][CH2:21]1, predict the reactants needed to synthesize it. The reactants are: C([O:8][C:9]1[CH:18]=[C:17]2[C:12]([C:13]([N:20]3[CH2:24][CH2:23][CH2:22][CH2:21]3)=[CH:14][C:15]([CH3:19])=[N:16]2)=[CH:11][C:10]=1[F:25])C1C=CC=CC=1. (7) Given the product [CH2:1]([O:8][C:9]1[CH:10]=[CH:11][C:12]([C:15]2[N:19]([C:20]3[CH:25]=[CH:24][CH:23]=[CH:22][C:21]=3[Cl:26])[N:18]=[C:17]([C:27]([OH:29])=[O:28])[C:16]=2[CH3:32])=[CH:13][CH:14]=1)[C:2]1[CH:7]=[CH:6][CH:5]=[CH:4][CH:3]=1, predict the reactants needed to synthesize it. The reactants are: [CH2:1]([O:8][C:9]1[CH:14]=[CH:13][C:12]([C:15]2[N:19]([C:20]3[CH:25]=[CH:24][CH:23]=[CH:22][C:21]=3[Cl:26])[N:18]=[C:17]([C:27]([O:29]CC)=[O:28])[C:16]=2[CH3:32])=[CH:11][CH:10]=1)[C:2]1[CH:7]=[CH:6][CH:5]=[CH:4][CH:3]=1.[OH-].[Na+].